Predict the reactants needed to synthesize the given product. From a dataset of Full USPTO retrosynthesis dataset with 1.9M reactions from patents (1976-2016). (1) Given the product [NH:11]1[C:15]2[CH:16]=[CH:17][CH:18]=[CH:19][C:14]=2[N:13]=[C:12]1[C@H:8]([NH:9][C:10]([NH:23][C@H:24]1[CH2:29][CH2:28][C@H:27]([OH:30])[CH2:26][CH2:25]1)=[O:20])[CH2:7][C:6]1[CH:5]=[CH:4][C:3]([CH2:2][F:1])=[CH:22][CH:21]=1, predict the reactants needed to synthesize it. The reactants are: [F:1][CH2:2][C:3]1[CH:22]=[CH:21][C:6]([CH2:7][C@@H:8]2[C:12]3=[N:13][C:14]4[CH:19]=[CH:18][CH:17]=[CH:16][C:15]=4[N:11]3[C:10](=[O:20])[NH:9]2)=[CH:5][CH:4]=1.[NH2:23][C@H:24]1[CH2:29][CH2:28][C@H:27]([OH:30])[CH2:26][CH2:25]1.C(O)(C(F)(F)F)=O. (2) The reactants are: [F:1][C:2]1[CH:3]=[CH:4][C:5](B2OC(C)(C)C(C)(C)O2)=[C:6]2[C:10]=1[C@H:9]([O:11][C:12]1[CH:25]=[CH:24][C:15]3[C@H:16]([CH2:19][C:20]([O:22][CH3:23])=[O:21])[CH2:17][O:18][C:14]=3[CH:13]=1)[CH2:8][CH2:7]2.Br[C:36]1[C:48]([CH3:49])=[CH:47][C:39]([O:40][CH2:41][CH2:42][C:43]([CH3:46])([OH:45])[CH3:44])=[CH:38][C:37]=1[CH3:50]. Given the product [F:1][C:2]1[CH:3]=[CH:4][C:5]([C:36]2[C:48]([CH3:49])=[CH:47][C:39]([O:40][CH2:41][CH2:42][C:43]([OH:45])([CH3:44])[CH3:46])=[CH:38][C:37]=2[CH3:50])=[C:6]2[C:10]=1[C@H:9]([O:11][C:12]1[CH:25]=[CH:24][C:15]3[C@H:16]([CH2:19][C:20]([O:22][CH3:23])=[O:21])[CH2:17][O:18][C:14]=3[CH:13]=1)[CH2:8][CH2:7]2, predict the reactants needed to synthesize it. (3) Given the product [N:1]1[CH:9]=[C:8]2[C:4]([N:5]([CH2:10][C:11]3[CH:22]=[CH:21][C:14]4[N:15]=[C:16]([NH:23][C@@H:24]5[C:32]6[C:27](=[CH:28][CH:29]=[CH:30][CH:31]=6)[CH2:26][C@H:25]5[OH:33])[S:17][C:13]=4[CH:12]=3)[CH:6]=[N:7]2)=[N:3][CH:2]=1, predict the reactants needed to synthesize it. The reactants are: [N:1]1[CH:9]=[C:8]2[C:4]([N:5]([CH2:10][C:11]3[CH:22]=[CH:21][C:14]4[N:15]=[C:16](S(C)=O)[S:17][C:13]=4[CH:12]=3)[CH:6]=[N:7]2)=[N:3][CH:2]=1.[NH2:23][C@@H:24]1[C:32]2[C:27](=[CH:28][CH:29]=[CH:30][CH:31]=2)[CH2:26][C@H:25]1[OH:33].CCN(C(C)C)C(C)C. (4) The reactants are: [CH2:1]([NH2:4])[CH2:2][NH2:3].[N:5]1[C:12]([NH2:13])=[N:11][C:9]([NH2:10])=[N:8][C:6]=1[NH2:7].[P:14](=[O:18])([OH:17])([OH:16])[OH:15]. Given the product [P:14]([OH:18])([OH:17])([OH:16])=[O:15].[CH2:1]([NH2:4])[CH2:2][NH2:3].[P:14]([OH:18])([OH:17])([OH:16])=[O:15].[N:5]1[C:12]([NH2:13])=[N:11][C:9]([NH2:10])=[N:8][C:6]=1[NH2:7], predict the reactants needed to synthesize it. (5) Given the product [C:1]([O:5][C:6]([N:8]1[CH2:13][CH2:12][CH:11]([C:14]2[N:15]([CH2:46][CH:41]3[CH2:42][CH2:43][CH2:44][CH2:45][N:40]3[CH2:33][C:34]3[CH:39]=[CH:38][CH:37]=[CH:36][CH:35]=3)[CH:16]=[C:17]([C:19]3[CH:24]=[CH:23][C:22]([F:25])=[C:21]([C:26]([F:27])([F:28])[F:29])[CH:20]=3)[N:18]=2)[CH2:10][CH2:9]1)=[O:7])([CH3:4])([CH3:2])[CH3:3], predict the reactants needed to synthesize it. The reactants are: [C:1]([O:5][C:6]([N:8]1[CH2:13][CH2:12][CH:11]([C:14]2[NH:15][CH:16]=[C:17]([C:19]3[CH:24]=[CH:23][C:22]([F:25])=[C:21]([C:26]([F:29])([F:28])[F:27])[CH:20]=3)[N:18]=2)[CH2:10][CH2:9]1)=[O:7])([CH3:4])([CH3:3])[CH3:2].[OH-].[K+].Cl.[CH2:33]([N:40]1[CH2:45][CH2:44][CH2:43][CH2:42][C@@H:41]1[CH2:46]Br)[C:34]1[CH:39]=[CH:38][CH:37]=[CH:36][CH:35]=1.O. (6) Given the product [Br:1][C:2]1[CH:13]=[CH:12][C:5]2[CH2:6][CH2:7][CH2:8][CH2:9][CH:10]([OH:11])[C:4]=2[CH:3]=1, predict the reactants needed to synthesize it. The reactants are: [Br:1][C:2]1[CH:13]=[CH:12][C:5]2[CH2:6][CH2:7][CH2:8][CH2:9][C:10](=[O:11])[C:4]=2[CH:3]=1.[BH4-].[Na+].C(=O)(O)[O-].[Na+].